This data is from Reaction yield outcomes from USPTO patents with 853,638 reactions. The task is: Predict the reaction yield, written as a fraction of the theoretical maximum amount of product (1.0 means a 100% yield; for example, 0.34 means a 34% yield). (1) The reactants are [OH:1][C:2]([CH:5]1[CH2:10][CH2:9][N:8]([CH2:11][C:12]2[CH:13]=[CH:14][C:15]([N+:28]([O-:30])=[O:29])=[C:16]([NH:18][C@@H:19]3[CH2:24][CH2:23][C@H:22]([C:25]([OH:27])=O)[CH2:21][CH2:20]3)[CH:17]=2)[CH2:7][CH2:6]1)([CH3:4])[CH3:3].C1N=C[N:33](C(N2C=NC=C2)=O)C=1.[OH-].[NH4+]. The catalyst is CN(C=O)C. The product is [OH:1][C:2]([CH:5]1[CH2:6][CH2:7][N:8]([CH2:11][C:12]2[CH:13]=[CH:14][C:15]([N+:28]([O-:30])=[O:29])=[C:16]([NH:18][C@@H:19]3[CH2:20][CH2:21][C@H:22]([C:25]([NH2:33])=[O:27])[CH2:23][CH2:24]3)[CH:17]=2)[CH2:9][CH2:10]1)([CH3:4])[CH3:3]. The yield is 0.403. (2) The reactants are CCO[C:4]([C:6]([CH2:8][C:9]([C:11]([CH3:14])([CH3:13])[CH3:12])=[O:10])=[O:7])=[O:5].[S:15]1[CH:19]=[CH:18][C:17]([C:20]2[CH:26]=[CH:25][C:23]([NH2:24])=[CH:22][CH:21]=2)=[CH:16]1.[CH3:27][O:28][C:29]([CH2:31][O:32][C:33]1[CH:40]=[CH:39][CH:38]=[CH:37][C:34]=1[CH:35]=O)=[O:30].C(O)(=O)C.C(=O)(O)[O-].[Na+]. The catalyst is [Cl-].[Na+].O.O1CCOCC1. The product is [CH3:14][C:11]([CH3:12])([CH3:13])[C:9]([C:8]1[CH:35]([C:34]2[CH:37]=[CH:38][CH:39]=[CH:40][C:33]=2[O:32][CH2:31][C:29]([O:28][CH3:27])=[O:30])[N:24]([C:23]2[CH:25]=[CH:26][C:20]([C:17]3[CH:18]=[CH:19][S:15][CH:16]=3)=[CH:21][CH:22]=2)[C:4](=[O:5])[C:6]=1[OH:7])=[O:10]. The yield is 0.410. (3) The reactants are [C:1]([C:4]1[N:9]=[C:8]([C:10]([OH:12])=[O:11])[CH:7]=[CH:6][CH:5]=1)(=O)[NH2:2]. The catalyst is P(Cl)(Cl)(Cl)=O. The product is [C:1]([C:4]1[N:9]=[C:8]([C:10]([OH:12])=[O:11])[CH:7]=[CH:6][CH:5]=1)#[N:2]. The yield is 0.560. (4) The reactants are Br[C:2]1[CH:3]=[C:4]([C:8]2([C:19]3[CH:24]=[C:23]([CH3:25])[N:22]=[C:21]([CH:26]([F:28])[F:27])[CH:20]=3)[C:16]3[C:11](=[C:12]([F:17])[CH:13]=[CH:14][CH:15]=3)[C:10]([NH2:18])=[N:9]2)[CH:5]=[CH:6][CH:7]=1.[N:29]1[CH:34]=[C:33](B(O)O)[CH:32]=[N:31][CH:30]=1.C(=O)([O-])[O-].[Na+].[Na+]. The catalyst is C1COCC1.Cl[Pd]Cl.C1(P(C2C=CC=CC=2)[C-]2C=CC=C2)C=CC=CC=1.[C-]1(P(C2C=CC=CC=2)C2C=CC=CC=2)C=CC=C1.[Fe+2]. The product is [F:27][CH:26]([F:28])[C:21]1[CH:20]=[C:19]([C:8]2([C:4]3[CH:5]=[CH:6][CH:7]=[C:2]([C:33]4[CH:34]=[N:29][CH:30]=[N:31][CH:32]=4)[CH:3]=3)[C:16]3[C:11](=[C:12]([F:17])[CH:13]=[CH:14][CH:15]=3)[C:10]([NH2:18])=[N:9]2)[CH:24]=[C:23]([CH3:25])[N:22]=1. The yield is 0.270. (5) The reactants are [C:1]([C:5]1[CH:10]=[CH:9][C:8]([NH2:11])=[CH:7][C:6]=1[N+:12]([O-:14])=[O:13])([CH3:4])([CH3:3])[CH3:2].[CH3:15][C:16]([O:19][C:20](O[C:20]([O:19][C:16]([CH3:18])([CH3:17])[CH3:15])=[O:21])=[O:21])([CH3:18])[CH3:17]. The catalyst is [OH-].[Na+].C1COCC1. The product is [C:16]([O:19][C:20](=[O:21])[NH:11][C:8]1[CH:9]=[CH:10][C:5]([C:1]([CH3:4])([CH3:2])[CH3:3])=[C:6]([N+:12]([O-:14])=[O:13])[CH:7]=1)([CH3:18])([CH3:17])[CH3:15]. The yield is 0.740.